Dataset: Forward reaction prediction with 1.9M reactions from USPTO patents (1976-2016). Task: Predict the product of the given reaction. The product is: [C:33]([N:24]1[CH:23]=[C:22]2[C:9]([CH3:32])([CH3:8])[C:10](=[O:31])[C:11]3[NH:12][C:13]4[CH:14]=[CH:15][C:16]([O:26][C:27]([F:29])([F:28])[F:30])=[CH:17][C:18]=4[S:19][C:20]=3[C:21]2=[N:25]1)(=[O:35])[CH3:34]. Given the reactants C(NC(C)C)(C)C.[CH3:8][C:9]1([CH3:32])[C:22]2=[CH:23][NH:24][N:25]=[C:21]2[C:20]2[S:19][C:18]3[CH:17]=[C:16]([O:26][C:27]([F:30])([F:29])[F:28])[CH:15]=[CH:14][C:13]=3[NH:12][C:11]=2[C:10]1=[O:31].[C:33](OC(=O)C)(=[O:35])[CH3:34].O, predict the reaction product.